This data is from Full USPTO retrosynthesis dataset with 1.9M reactions from patents (1976-2016). The task is: Predict the reactants needed to synthesize the given product. (1) Given the product [CH:7]1[CH:8]=[CH:9][C:10]2[N:11]([C:28]([NH2:29])=[O:27])[C:12]3[CH:13]=[CH:14][CH:15]=[CH:16][C:17]=3[C:3](=[O:2])[CH2:4][C:5]=2[CH:6]=1, predict the reactants needed to synthesize it. The reactants are: C[O:2][C:3]1[C:17]2[C:12](=[CH:13][CH:14]=[CH:15][CH:16]=2)[NH:11][C:10]2[C:5](=[CH:6][CH:7]=[CH:8][CH:9]=2)[CH:4]=1.C(O)(=O)C1C=CC=CC=1.[O-:27][C:28]#[N:29].[Na+]. (2) Given the product [CH3:6][N:4]([CH3:5])/[CH:3]=[CH:19]/[C:18]([C:11]1[C:12]([CH3:17])=[CH:13][C:14]([CH3:16])=[CH:15][C:10]=1[CH3:9])=[O:20], predict the reactants needed to synthesize it. The reactants are: CO[CH:3](OC)[N:4]([CH3:6])[CH3:5].[CH3:9][C:10]1[CH:15]=[C:14]([CH3:16])[CH:13]=[C:12]([CH3:17])[C:11]=1[C:18](=[O:20])[CH3:19].